The task is: Predict which catalyst facilitates the given reaction.. This data is from Catalyst prediction with 721,799 reactions and 888 catalyst types from USPTO. (1) Reactant: [H-].[Na+].[CH2:3]([OH:7])[C:4]#[C:5][CH3:6].Cl[C:9]1[CH:14]=[C:13]([O:15][CH2:16][C:17]#[CH:18])[N:12]=[CH:11][N:10]=1.[Cl-].[NH4+]. Product: [CH2:3]([O:7][C:9]1[CH:14]=[C:13]([O:15][CH2:16][C:17]#[CH:18])[N:12]=[CH:11][N:10]=1)[C:4]#[C:5][CH3:6]. The catalyst class is: 7. (2) Reactant: CC1C=CC(S(O[CH2:12][CH2:13][O:14][CH3:15])(=O)=O)=CC=1.[C:16]([NH:23][C@H:24]1[CH2:29][CH2:28][C@H:27]([NH2:30])[CH2:26][CH2:25]1)([O:18][C:19]([CH3:22])([CH3:21])[CH3:20])=[O:17]. Product: [CH3:15][O:14][CH2:13][CH2:12][NH:30][C@H:27]1[CH2:26][CH2:25][C@H:24]([NH:23][C:16](=[O:17])[O:18][C:19]([CH3:22])([CH3:21])[CH3:20])[CH2:29][CH2:28]1. The catalyst class is: 10. (3) Reactant: [NH2:1][CH2:2][CH:3]1[CH2:8][CH2:7][C:6]([N:15]([CH3:17])[CH3:16])([C:9]2[CH:14]=[CH:13][CH:12]=[CH:11][CH:10]=2)[CH2:5][CH2:4]1.[Cl-].COC1N=C(OC)N=C([N+]2(C)CCOCC2)N=1.[Cl:36][C:37]1[CH:38]=[C:39]2[C:43](=[CH:44][CH:45]=1)[NH:42][CH:41]=[C:40]2[CH2:46][CH2:47][CH2:48][CH2:49][CH2:50][C:51]([OH:53])=[O:52].Cl[Si](C)(C)C. Product: [ClH:36].[CH3:16][N:15]([CH3:17])[C:6]1([C:9]2[CH:10]=[CH:11][CH:12]=[CH:13][CH:14]=2)[CH2:5][CH2:4][CH:3]([CH2:2][NH:1][C:51](=[O:52])[CH2:50][CH2:49][CH2:48][CH2:47][CH2:46][C:40]2[C:39]3[C:43](=[CH:44][CH:45]=[C:37]([Cl:36])[CH:38]=3)[NH:42][CH:41]=2)[CH2:8][CH2:7]1.[CH3:16][N:15]([CH3:17])[C:6]1([C:9]2[CH:14]=[CH:13][CH:12]=[CH:11][CH:10]=2)[CH2:7][CH2:8][CH:3]([CH2:2][NH:1][C:51](=[O:53])[CH2:50][CH2:49][CH2:48][CH2:47][CH2:46][C:40]2[C:39]3[C:43](=[CH:44][CH:45]=[C:37]([Cl:36])[CH:38]=3)[NH:42][CH:41]=2)[CH2:4][CH2:5]1. The catalyst class is: 798. (4) Reactant: [N+:1]([C:4]1[CH:5]=[C:6]([CH:10]=[CH:11][CH:12]=1)[C:7](Cl)=[O:8])([O-:3])=[O:2].[CH3:13][NH:14][CH:15]1[CH2:20][CH2:19][CH2:18][CH2:17][CH2:16]1.C(N(CC)C(C)C)(C)C. Product: [CH:15]1([N:14]([CH3:13])[C:7](=[O:8])[C:6]2[CH:10]=[CH:11][CH:12]=[C:4]([N+:1]([O-:3])=[O:2])[CH:5]=2)[CH2:20][CH2:19][CH2:18][CH2:17][CH2:16]1. The catalyst class is: 2. (5) Product: [F:1][C:2]1[CH:7]=[CH:6][C:5]([C:8]2[S:12][C:11]([CH2:13][C:14]3[CH:15]=[C:16]([C:21]4([O:32][CH3:33])[C@H:26]([OH:27])[C@@H:25]([OH:28])[C@H:24]([OH:29])[C@@H:23]([CH2:30][O:31][Si:45]([CH3:47])([CH3:46])[CH3:44])[O:22]4)[CH:17]=[CH:18][C:19]=3[CH3:20])=[CH:10][CH:9]=2)=[CH:4][CH:3]=1. Reactant: [F:1][C:2]1[CH:7]=[CH:6][C:5]([C:8]2[S:12][C:11]([CH2:13][C:14]3[CH:15]=[C:16]([C:21]4([O:32][CH3:33])[C@H:26]([OH:27])[C@@H:25]([OH:28])[C@H:24]([OH:29])[C@@H:23]([CH2:30][OH:31])[O:22]4)[CH:17]=[CH:18][C:19]=3[CH3:20])=[CH:10][CH:9]=2)=[CH:4][CH:3]=1.C(Cl)Cl.CN1CCOCC1.[CH3:44][Si:45](Cl)([CH3:47])[CH3:46]. The catalyst class is: 6.